This data is from CYP3A4 substrate classification data from Carbon-Mangels et al.. The task is: Regression/Classification. Given a drug SMILES string, predict its absorption, distribution, metabolism, or excretion properties. Task type varies by dataset: regression for continuous measurements (e.g., permeability, clearance, half-life) or binary classification for categorical outcomes (e.g., BBB penetration, CYP inhibition). Dataset: cyp3a4_substrate_carbonmangels. The result is 0 (non-substrate). The drug is COc1ccccc1Oc1c(NS(=O)(=O)c2ccc(C(C)C)cn2)nc(-c2ccnc(-c3nn[nH]n3)c2)nc1OCCO.